The task is: Regression. Given two drug SMILES strings and cell line genomic features, predict the synergy score measuring deviation from expected non-interaction effect.. This data is from Merck oncology drug combination screen with 23,052 pairs across 39 cell lines. (1) Drug 1: CN1C(=O)C=CC2(C)C3CCC4(C)C(NC(=O)OCC(F)(F)F)CCC4C3CCC12. Drug 2: Cn1nnc2c(C(N)=O)ncn2c1=O. Cell line: RPMI7951. Synergy scores: synergy=-2.62. (2) Drug 1: CN(Cc1cnc2nc(N)nc(N)c2n1)c1ccc(C(=O)NC(CCC(=O)O)C(=O)O)cc1. Drug 2: O=C(CCCCCCC(=O)Nc1ccccc1)NO. Cell line: OV90. Synergy scores: synergy=-11.6.